Dataset: Forward reaction prediction with 1.9M reactions from USPTO patents (1976-2016). Task: Predict the product of the given reaction. (1) The product is: [Br:1][C:2]1[CH:11]=[C:10]2[C:5]([CH2:6][C:7]([CH2:14][OH:15])([CH3:13])[CH2:8][C:9]2=[O:12])=[CH:4][CH:3]=1. Given the reactants [Br:1][C:2]1[CH:11]=[C:10]2[C:5]([CH2:6][C:7]([CH2:14][OH:15])([CH3:13])[CH2:8][CH:9]2[OH:12])=[CH:4][CH:3]=1, predict the reaction product. (2) Given the reactants CS(O[C@H:6]1[C@H:11]([NH:12][C:13]([O:15][CH2:16][CH2:17][Si:18]([CH3:21])([CH3:20])[CH3:19])=[O:14])[CH2:10][O:9][C:8]([CH3:23])([CH3:22])[CH2:7]1)(=O)=O.[N-:24]=[N+:25]=[N-:26].[Na+].C([O-])(=O)C.[Na+], predict the reaction product. The product is: [N:24]([C@H:6]1[CH2:7][C:8]([CH3:23])([CH3:22])[O:9][CH2:10][C@H:11]1[NH:12][C:13](=[O:14])[O:15][CH2:16][CH2:17][Si:18]([CH3:21])([CH3:20])[CH3:19])=[N+:25]=[N-:26]. (3) Given the reactants Cl.[OH:2][C:3]1[C:8]([CH:9]2[CH2:14][CH2:13][N:12]([CH:15]3[CH2:21][CH2:20][CH2:19][N:18]([C:22]([O:24][CH2:25][CH3:26])=[O:23])[CH2:17][CH2:16]3)[CH2:11][CH2:10]2)=[CH:7][CH:6]=[CH:5][N:4]=1.Cl[C:28]([F:33])([F:32])C([O-])=O.[Na+], predict the reaction product. The product is: [F:32][CH:28]([F:33])[O:2][C:3]1[C:8]([CH:9]2[CH2:10][CH2:11][N:12]([CH:15]3[CH2:21][CH2:20][CH2:19][N:18]([C:22]([O:24][CH2:25][CH3:26])=[O:23])[CH2:17][CH2:16]3)[CH2:13][CH2:14]2)=[CH:7][CH:6]=[CH:5][N:4]=1. (4) Given the reactants [NH:1]1[C:9]2[C:4](=[N:5][CH:6]=[CH:7][CH:8]=2)[CH:3]=[C:2]1[C:10]([NH2:12])=[O:11].[C:13]1([S:19][S:19][C:13]2[CH:18]=[CH:17][CH:16]=[CH:15][CH:14]=2)[CH:18]=[CH:17][CH:16]=[CH:15][CH:14]=1, predict the reaction product. The product is: [C:13]1([S:19][C:3]2[C:4]3=[N:5][CH:6]=[CH:7][CH:8]=[C:9]3[NH:1][C:2]=2[C:10]([NH2:12])=[O:11])[CH:18]=[CH:17][CH:16]=[CH:15][CH:14]=1.